The task is: Regression/Classification. Given a drug SMILES string, predict its absorption, distribution, metabolism, or excretion properties. Task type varies by dataset: regression for continuous measurements (e.g., permeability, clearance, half-life) or binary classification for categorical outcomes (e.g., BBB penetration, CYP inhibition). Dataset: cyp1a2_veith.. This data is from CYP1A2 inhibition data for predicting drug metabolism from PubChem BioAssay. (1) The compound is O=C(Cc1ccc2c(c1)CCCC2)Nc1ccccc1Br. The result is 1 (inhibitor). (2) The drug is COc1ccccc1CCn1c(=O)c(-c2cccc(Cl)c2)nc2cncnc21. The result is 1 (inhibitor). (3) The compound is COCCNC(=O)Cn1cnc2ccc(S(=O)(=O)N3CCC(C)CC3)cc2c1=O. The result is 0 (non-inhibitor). (4) The drug is CNC(=O)[C@H]1C[C@@H]1[C@H](NP(=O)(c1ccccc1)c1ccccc1)c1ccccc1. The result is 0 (non-inhibitor). (5) The compound is N#C/C(=C\c1c[nH]c2ccccc12)C(=O)c1ccc(O)c(O)c1. The result is 1 (inhibitor). (6) The drug is CN(C)C=C1C(=O)N(C2CCCCC2)C(=O)N(C2CCCCC2)C1=O. The result is 0 (non-inhibitor).